From a dataset of Retrosynthesis with 50K atom-mapped reactions and 10 reaction types from USPTO. Predict the reactants needed to synthesize the given product. Given the product N#Cc1ccsc1Nc1cc(F)c(F)cc1[N+](=O)[O-], predict the reactants needed to synthesize it. The reactants are: N#Cc1ccsc1N.O=[N+]([O-])c1cc(F)c(F)cc1F.